Dataset: Forward reaction prediction with 1.9M reactions from USPTO patents (1976-2016). Task: Predict the product of the given reaction. (1) Given the reactants [CH:1]([C:4]1[NH:5][C:6]2[C:11]([CH:12]=1)=[CH:10][CH:9]=[C:8]([C:13]([O:15][CH2:16][CH3:17])=[O:14])[CH:7]=2)([CH3:3])[CH3:2].O=P(Cl)(Cl)Cl.CN([CH:26]=[O:27])C, predict the reaction product. The product is: [CH2:16]([O:15][C:13]([C:8]1[CH:7]=[C:6]2[C:11]([C:12]([CH:26]=[O:27])=[C:4]([CH:1]([CH3:3])[CH3:2])[NH:5]2)=[CH:10][CH:9]=1)=[O:14])[CH3:17]. (2) Given the reactants [C:1]([O:5][C:6]([N:8]1[CH2:13][CH2:12][N:11]([C:14]([O:16][C:17]([CH3:20])([CH3:19])[CH3:18])=[O:15])[CH2:10][CH:9]1[C:21](O)=[O:22])=[O:7])([CH3:4])([CH3:3])[CH3:2].C(N(CC)CC)C.ClC(OCC(C)C)=O.[BH4-].[Na+].Cl, predict the reaction product. The product is: [OH:22][CH2:21][CH:9]1[CH2:10][N:11]([C:14]([O:16][C:17]([CH3:19])([CH3:20])[CH3:18])=[O:15])[CH2:12][CH2:13][N:8]1[C:6]([O:5][C:1]([CH3:4])([CH3:3])[CH3:2])=[O:7]. (3) Given the reactants [CH:1]1[C:6]([CH:7]=O)=[CH:5][C:4]2[O:9][CH2:10][O:11][C:3]=2[CH:2]=1.N[CH:13]1[CH2:18][CH2:17][CH2:16][CH2:15][CH:14]1[NH2:19].[C:20]([BH3-])#[N:21].[Na+], predict the reaction product. The product is: [CH2:10]1[O:11][C:3]2[CH:2]=[CH:1][C:6]([CH2:7][NH:19][C@@H:14]3[CH2:15][CH2:16][CH2:17][CH2:18][C@H:13]3[NH:21][CH2:20][C:1]3[CH:6]=[CH:5][C:4]4[O:9][CH2:10][O:11][C:3]=4[CH:2]=3)=[CH:5][C:4]=2[O:9]1. (4) Given the reactants BrC1C=CC(S(O[CH2:12][C@@H:13]2[O:27][C:17]3=[C:18]4[C:23](=[CH:24][CH:25]=[C:16]3[O:15][CH2:14]2)[N:22]=[C:21]([CH3:26])[CH:20]=[CH:19]4)(=O)=O)=CC=1.[F:28][C:29]1[CH:41]=[CH:40][C:32]2[S:33][CH:34]=[C:35]([CH2:36][CH2:37][CH2:38][NH2:39])[C:31]=2[CH:30]=1, predict the reaction product. The product is: [F:28][C:29]1[CH:41]=[CH:40][C:32]2[S:33][CH:34]=[C:35]([CH2:36][CH2:37][CH2:38][NH:39][CH2:12][C@@H:13]3[O:27][C:17]4=[C:18]5[C:23](=[CH:24][CH:25]=[C:16]4[O:15][CH2:14]3)[N:22]=[C:21]([CH3:26])[CH:20]=[CH:19]5)[C:31]=2[CH:30]=1. (5) The product is: [C:16]([O:22][CH2:23][N:8]1[C:7](=[O:15])[C:6]2[C:11](=[CH:12][CH:13]=[CH:14][C:5]=2[O:4][CH3:3])[N:10]=[CH:9]1)(=[O:21])[C:17]([CH3:20])([CH3:19])[CH3:18]. Given the reactants [H-].[Na+].[CH3:3][O:4][C:5]1[CH:14]=[CH:13][CH:12]=[C:11]2[C:6]=1[C:7](=[O:15])[NH:8][CH:9]=[N:10]2.[C:16]([O:22][CH2:23]Cl)(=[O:21])[C:17]([CH3:20])([CH3:19])[CH3:18], predict the reaction product. (6) Given the reactants [CH2:1]1[C:5]2([CH2:10][CH2:9][CH:8]([C:11](=[O:13])[CH3:12])[CH2:7][CH2:6]2)[CH2:4][CH2:3][CH2:2]1.C1CNC(=O)C1.[Br:20][Br-]Br, predict the reaction product. The product is: [Br:20][CH2:12][C:11]([CH:8]1[CH2:9][CH2:10][C:5]2([CH2:1][CH2:2][CH2:3][CH2:4]2)[CH2:6][CH2:7]1)=[O:13].